Dataset: Experimentally validated miRNA-target interactions with 360,000+ pairs, plus equal number of negative samples. Task: Binary Classification. Given a miRNA mature sequence and a target amino acid sequence, predict their likelihood of interaction. (1) The miRNA is ath-miR398c-3p with sequence UGUGUUCUCAGGUCACCCCUG. The protein sequence of the target gene is MASILRSVATTSAVVAAASAIPIAIAFSSSSSSSSTNPKSQSLNFSFLSRSSPRLLGLSRSFVSSPMATALTSDRNLHQEDRAMPQLLTEFMVDMTCEGCVNAVKNKLETIEGIEKVEVDLSNQVVRILGSSPVKAMTQALEQTGRKARLIGQGVPQDFLVSAAVAEFKGPDIFGVVRFAQVSMELARIEANFTGLSPGTHSWCINEYGDLTNGAASTGSLYNPFQDQTGTEPLGDLGTLEADKNGEAFYSGKKEKLKVADLIGRAVVVYKTDDNKSGPGLTAAVIARSAGVGENYKKLC.... Result: 1 (interaction). (2) The miRNA is hsa-miR-548at-3p with sequence CAAAACCGCAGUAACUUUUGU. The protein sequence of the target gene is MSRSVLQPSQQKLAEKLTILNDRGVGMLTRLYNIKKACGDPKAKPSYLIDKNLESAVKFIVRKFPAVETRNNNQQLAQLQKEKSEILKNLALYYFTFVDVMEFKDHVCELLNTIDVCQVFFDITVNFDLTKNYLDLIITYTTLMILLSRIEERKAIIGLYNYAHEMTHGASDREYPRLGQMIVDYENPLKKMMEEFVPHSKSLSDALISLQMVYPRRNLSADQWRNAQLLSLISAPSTMLNPAQSDTMPCEYLSLDAMEKWIIFGFILCHGILNTDATALNLWKLALQSSSCLSLFRDEV.... Result: 1 (interaction).